From a dataset of Peptide-MHC class I binding affinity with 185,985 pairs from IEDB/IMGT. Regression. Given a peptide amino acid sequence and an MHC pseudo amino acid sequence, predict their binding affinity value. This is MHC class I binding data. The peptide sequence is IHDFVDKTL. The MHC is HLA-A02:19 with pseudo-sequence HLA-A02:19. The binding affinity (normalized) is 0.0847.